This data is from Orexin1 receptor HTS with 218,158 compounds and 233 confirmed actives. The task is: Binary Classification. Given a drug SMILES string, predict its activity (active/inactive) in a high-throughput screening assay against a specified biological target. (1) The drug is Clc1nc2c(cc1CN(CCOC)C(=O)Nc1ccc(F)cc1)cc1OCOc1c2. The result is 0 (inactive). (2) The compound is Clc1cc(N(S(=O)(=O)c2ccc(cc2)C)CC(=O)Nc2cccnc2)ccc1OC. The result is 0 (inactive). (3) The drug is Clc1c(ccc(NC(=O)CSc2n(c(nn2)Cc2n(ccc2)C)c2ccc(OC)cc2)c1)C. The result is 0 (inactive). (4) The molecule is Brc1c(NC(=O)CCc2onc(n2)c2sccc2)ccc(c1)C. The result is 0 (inactive).